The task is: Predict which catalyst facilitates the given reaction.. This data is from Catalyst prediction with 721,799 reactions and 888 catalyst types from USPTO. (1) Reactant: C(OC(=O)[NH:7][CH2:8][C@H:9]1[CH2:14][CH2:13][C@H:12]([CH2:15][NH:16][C:17]2[C:22]([N+:23]([O-:25])=[O:24])=[CH:21][N:20]=[C:19]([NH:26][CH2:27][C:28]3[CH:29]=[C:30]([C:34]4[CH:39]=[CH:38][CH:37]=[C:36]([CH2:40][NH2:41])[CH:35]=4)[CH:31]=[CH:32][CH:33]=3)[N:18]=2)[CH2:11][CH2:10]1)(C)(C)C.Cl.O1CCOCC1. Product: [NH2:41][CH2:40][C:36]1[CH:35]=[C:34]([C:30]2[CH:31]=[CH:32][CH:33]=[C:28]([CH2:27][NH:26][C:19]3[N:18]=[C:17]([NH:16][CH2:15][C@H:12]4[CH2:11][CH2:10][C@H:9]([CH2:8][NH2:7])[CH2:14][CH2:13]4)[C:22]([N+:23]([O-:25])=[O:24])=[CH:21][N:20]=3)[CH:29]=2)[CH:39]=[CH:38][CH:37]=1. The catalyst class is: 4. (2) Reactant: C([N:8]1[CH2:13][CH2:12][N:11]([CH:14]2[CH2:19][CH2:18][N:17]([C:20](=[O:56])[C@H:21]([NH:33][C:34]([N:36]3[CH2:41][CH2:40][CH:39]([N:42]4[C:46]5[CH:47]=[N:48][C:49]6[CH:50]=[CH:51][CH:52]=[CH:53][C:54]=6[C:45]=5[NH:44][C:43]4=[O:55])[CH2:38][CH2:37]3)=[O:35])[CH2:22][C:23]3[CH:32]=[CH:31][C:30]4[CH2:29][CH2:28][CH2:27][CH2:26][C:25]=4[CH:24]=3)[CH2:16][CH2:15]2)[CH2:10][CH2:9]1)C1C=CC=CC=1.[H][H]. Product: [O:56]=[C:20]([N:17]1[CH2:16][CH2:15][CH:14]([N:11]2[CH2:10][CH2:9][NH:8][CH2:13][CH2:12]2)[CH2:19][CH2:18]1)[C@H:21]([NH:33][C:34]([N:36]1[CH2:41][CH2:40][CH:39]([N:42]2[C:46]3[CH:47]=[N:48][C:49]4[CH:50]=[CH:51][CH:52]=[CH:53][C:54]=4[C:45]=3[NH:44][C:43]2=[O:55])[CH2:38][CH2:37]1)=[O:35])[CH2:22][C:23]1[CH:32]=[CH:31][C:30]2[CH2:29][CH2:28][CH2:27][CH2:26][C:25]=2[CH:24]=1. The catalyst class is: 19. (3) Reactant: [Li]CCCC.Br[C:7]1[CH:19]=[CH:18][C:17]2[C:16]3[C:11](=[CH:12][CH:13]=[CH:14][CH:15]=3)[C:10]([CH2:28][CH2:29][CH2:30][CH2:31][CH2:32][CH2:33][CH2:34][CH3:35])([CH2:20][CH2:21][CH2:22][CH2:23][CH2:24][CH2:25][CH2:26][CH3:27])[C:9]=2[CH:8]=1.[B:36](OC(C)C)([O:41]C(C)C)[O:37]C(C)C. Product: [CH2:20]([C:10]1([CH2:28][CH2:29][CH2:30][CH2:31][CH2:32][CH2:33][CH2:34][CH3:35])[C:9]2[CH:8]=[C:7]([B:36]([OH:41])[OH:37])[CH:19]=[CH:18][C:17]=2[C:16]2[C:11]1=[CH:12][CH:13]=[CH:14][CH:15]=2)[CH2:21][CH2:22][CH2:23][CH2:24][CH2:25][CH2:26][CH3:27]. The catalyst class is: 1. (4) Reactant: C1(C)C=CC([S:7](Cl)(=[O:9])=[O:8])=CC=1.[OH:12][CH:13]1[CH2:18][CH2:17][NH:16][CH2:15][CH2:14]1.CC[N:21](C(C)C)C(C)C. Product: [OH:12][CH:13]1[CH2:18][CH2:17][N:16]([S:7]([NH2:21])(=[O:9])=[O:8])[CH2:15][CH2:14]1. The catalyst class is: 4. (5) Reactant: [CH2:1]([C:3]1[O:4][C:5]([C:11]([F:14])([F:13])[F:12])=[C:6]([C:8]([OH:10])=O)[N:7]=1)[CH3:2].O1CCCC1.C(Cl)(=O)C(Cl)=O.[NH2:26][C:27]1[CH:28]=[C:29]([CH:46]=[CH:47][CH:48]=1)[O:30][C:31]1[CH:32]=[CH:33][C:34]2[N:35]([N:37]=[C:38]([NH:40][C:41]([CH:43]3[CH2:45][CH2:44]3)=[O:42])[N:39]=2)[CH:36]=1. Product: [CH:43]1([C:41]([NH:40][C:38]2[N:39]=[C:34]3[CH:33]=[CH:32][C:31]([O:30][C:29]4[CH:28]=[C:27]([NH:26][C:8]([C:6]5[N:7]=[C:3]([CH2:1][CH3:2])[O:4][C:5]=5[C:11]([F:14])([F:13])[F:12])=[O:10])[CH:48]=[CH:47][CH:46]=4)=[CH:36][N:35]3[N:37]=2)=[O:42])[CH2:44][CH2:45]1. The catalyst class is: 402. (6) Reactant: [C:1]1([CH:7]([CH3:11])[CH2:8][CH:9]=[O:10])[CH:6]=[CH:5][CH:4]=[CH:3][CH:2]=1.[CH3:12][Mg]Cl. Product: [C:1]1([CH:7]([CH3:11])[CH2:8][CH:9]([OH:10])[CH3:12])[CH:6]=[CH:5][CH:4]=[CH:3][CH:2]=1. The catalyst class is: 1.